From a dataset of NCI-60 drug combinations with 297,098 pairs across 59 cell lines. Regression. Given two drug SMILES strings and cell line genomic features, predict the synergy score measuring deviation from expected non-interaction effect. (1) Drug 1: C1CC(=O)NC(=O)C1N2CC3=C(C2=O)C=CC=C3N. Drug 2: CC(C1=C(C=CC(=C1Cl)F)Cl)OC2=C(N=CC(=C2)C3=CN(N=C3)C4CCNCC4)N. Cell line: PC-3. Synergy scores: CSS=7.31, Synergy_ZIP=-4.25, Synergy_Bliss=-0.718, Synergy_Loewe=0.263, Synergy_HSA=0.268. (2) Drug 1: CC1=C(N=C(N=C1N)C(CC(=O)N)NCC(C(=O)N)N)C(=O)NC(C(C2=CN=CN2)OC3C(C(C(C(O3)CO)O)O)OC4C(C(C(C(O4)CO)O)OC(=O)N)O)C(=O)NC(C)C(C(C)C(=O)NC(C(C)O)C(=O)NCCC5=NC(=CS5)C6=NC(=CS6)C(=O)NCCC[S+](C)C)O. Drug 2: C(CN)CNCCSP(=O)(O)O. Cell line: TK-10. Synergy scores: CSS=24.9, Synergy_ZIP=-3.69, Synergy_Bliss=0.630, Synergy_Loewe=-61.5, Synergy_HSA=-1.22. (3) Drug 1: C1=CC=C(C(=C1)C(C2=CC=C(C=C2)Cl)C(Cl)Cl)Cl. Drug 2: CCCCCOC(=O)NC1=NC(=O)N(C=C1F)C2C(C(C(O2)C)O)O. Cell line: MALME-3M. Synergy scores: CSS=-1.22, Synergy_ZIP=0.927, Synergy_Bliss=-1.15, Synergy_Loewe=-1.34, Synergy_HSA=-3.07.